Dataset: Forward reaction prediction with 1.9M reactions from USPTO patents (1976-2016). Task: Predict the product of the given reaction. (1) The product is: [Br:13][C:8]1[CH:9]=[CH:10][CH:11]=[CH:12][C:7]=1[CH2:6][C:5]([S:15]([C:18]1[CH:23]=[CH:22][C:21]([O:24][CH3:25])=[CH:20][CH:19]=1)(=[O:17])=[O:16])([CH3:14])[C:4]([OH:26])=[O:3]. Given the reactants C([O:3][C:4](=[O:26])[C:5]([S:15]([C:18]1[CH:23]=[CH:22][C:21]([O:24][CH3:25])=[CH:20][CH:19]=1)(=[O:17])=[O:16])([CH3:14])[CH2:6][C:7]1[CH:12]=[CH:11][CH:10]=[CH:9][C:8]=1[Br:13])C, predict the reaction product. (2) Given the reactants C(O[C:4]([C:6]1[C:10]([NH2:11])=[C:9]([C:12]2[CH:17]=[CH:16][C:15]([Cl:18])=[CH:14][CH:13]=2)[N:8]([C:19]2[CH:24]=[CH:23][CH:22]=[CH:21][C:20]=2[Cl:25])[N:7]=1)=[O:5])C.C([CH2:33][C:34](=[NH:36])[S-])C1C=CC=CC=1.Br, predict the reaction product. The product is: [Cl:18][C:15]1[CH:16]=[CH:17][C:12]([C:9]2[N:8]([C:19]3[CH:24]=[CH:23][CH:22]=[CH:21][C:20]=3[Cl:25])[N:7]=[C:6]3[C:4]([OH:5])=[N:36][C:34]([CH3:33])=[N:11][C:10]=23)=[CH:13][CH:14]=1. (3) Given the reactants [CH2:1](Br)[C:2]1[CH:7]=[CH:6][CH:5]=[CH:4][CH:3]=1.[OH:9][C:10]1[CH:15]=[CH:14][C:13](B(O)O)=[CH:12][CH:11]=1.[O-]P([O-])([O-])=O.[K+].[K+].[K+], predict the reaction product. The product is: [CH2:1]([C:13]1[CH:14]=[CH:15][C:10]([OH:9])=[CH:11][CH:12]=1)[C:2]1[CH:7]=[CH:6][CH:5]=[CH:4][CH:3]=1. (4) The product is: [Cl:43][C:28]1[CH:27]=[C:26]2[C:31]([C:32]([NH:34][CH2:35][CH2:36][CH2:37][N:38]([CH2:41][CH3:42])[CH2:39][CH3:40])=[N:33][C:24]([C:21]3[CH:22]=[CH:23][C:18]([C:11]4[CH:12]=[CH:13][C:8]([Cl:7])=[CH:9][CH:10]=4)=[CH:19][CH:20]=3)=[N:25]2)=[CH:30][CH:29]=1. Given the reactants C([O-])([O-])=O.[K+].[K+].[Cl:7][C:8]1[CH:13]=[CH:12][C:11](B(O)O)=[CH:10][CH:9]=1.Br[C:18]1[CH:23]=[CH:22][C:21]([C:24]2[N:33]=[C:32]([NH:34][CH2:35][CH2:36][CH2:37][N:38]([CH2:41][CH3:42])[CH2:39][CH3:40])[C:31]3[C:26](=[CH:27][C:28]([Cl:43])=[CH:29][CH:30]=3)[N:25]=2)=[CH:20][CH:19]=1, predict the reaction product. (5) The product is: [C:6]([OH:7])(=[O:5])[CH:8]=[CH2:9].[C:6]([OH:7])(=[O:5])[CH:8]=[CH2:9].[C:6]([OH:7])(=[O:5])[CH:8]=[CH2:9].[CH2:4]([C:3]([CH2:16][OH:17])([CH2:10][OH:11])[CH2:2][CH3:1])[OH:5]. Given the reactants [CH3:1][CH2:2][C:3]([CH2:16][O:17]C(C=C)=O)([CH2:10][O:11]C(C=C)=O)[CH2:4][O:5][C:6]([CH:8]=[CH2:9])=[O:7].C(S)(=S)C1C=CC=CC=1, predict the reaction product. (6) The product is: [CH:5]1[C:6]([C@H:7]2[C@H:12]([CH2:13][O:14][C:15]3[CH:16]=[CH:17][C:18]4[O:23][CH2:22][O:21][C:19]=4[CH:20]=3)[CH2:11][NH:10][CH2:9][CH2:8]2)=[CH:1][CH:2]=[C:3]([F:24])[CH:4]=1.[ClH:25]. Given the reactants [CH:1]1[C:6]([C@H:7]2[C@H:12]([CH2:13][O:14][C:15]3[CH:16]=[CH:17][C:18]4[O:23][CH2:22][O:21][C:19]=4[CH:20]=3)[CH2:11][NH:10][CH2:9][CH2:8]2)=[CH:5][CH:4]=[C:3]([F:24])[CH:2]=1.[ClH:25].O, predict the reaction product. (7) Given the reactants [CH3:1][N:2]1[C:7](=[O:8])[CH:6]=[C:5]([C:9]2[CH:14]=[CH:13][N:12]=[CH:11][N:10]=2)[N:4]=[C:3]1[N:15]1[CH2:20][CH2:19][NH:18][CH2:17][C@H:16]1[CH3:21].C(N(CC)CC)C.[N:29]1[C:38]2[C:33](=[CH:34][CH:35]=[CH:36][CH:37]=2)[CH:32]=[CH:31][C:30]=1[C:39](Cl)=[O:40], predict the reaction product. The product is: [CH3:1][N:2]1[C:7](=[O:8])[CH:6]=[C:5]([C:9]2[CH:14]=[CH:13][N:12]=[CH:11][N:10]=2)[N:4]=[C:3]1[N:15]1[CH2:20][CH2:19][N:18]([C:39]([C:30]2[CH:31]=[CH:32][C:33]3[C:38](=[CH:37][CH:36]=[CH:35][CH:34]=3)[N:29]=2)=[O:40])[CH2:17][C@H:16]1[CH3:21].